Task: Predict which catalyst facilitates the given reaction.. Dataset: Catalyst prediction with 721,799 reactions and 888 catalyst types from USPTO Reactant: [NH2:1][C:2]1[CH:3]=[C:4]2[C:8](=[CH:9][CH:10]=1)[NH:7][N:6]=[C:5]2[I:11].[CH3:12][S:13]([C:16]1[CH:21]=[CH:20][CH:19]=[CH:18][C:17]=1[S:22](Cl)(=[O:24])=[O:23])(=[O:15])=[O:14]. Product: [I:11][C:5]1[C:4]2[C:8](=[CH:9][CH:10]=[C:2]([NH:1][S:22]([C:17]3[CH:18]=[CH:19][CH:20]=[CH:21][C:16]=3[S:13]([CH3:12])(=[O:15])=[O:14])(=[O:24])=[O:23])[CH:3]=2)[NH:7][N:6]=1. The catalyst class is: 17.